Dataset: Catalyst prediction with 721,799 reactions and 888 catalyst types from USPTO. Task: Predict which catalyst facilitates the given reaction. (1) Reactant: O[CH:2]1[C:11]2[CH:10]=[C:9]([C:12]([O:14][CH3:15])=[O:13])[CH:8]=[CH:7][C:6]=2[CH2:5][CH2:4][CH2:3]1. Product: [CH:10]1[C:11]2[CH:2]=[CH:3][CH2:4][CH2:5][C:6]=2[CH:7]=[CH:8][C:9]=1[C:12]([O:14][CH3:15])=[O:13]. The catalyst class is: 11. (2) Reactant: [N:1]1[CH:6]=[CH:5][CH:4]=[C:3](/[CH:7]=[CH:8]/[S:9](Cl)(=[O:11])=[O:10])[CH:2]=1.[C:13]([C:16]1[S:20][C:19]([C:21]2[CH:22]=[C:23]([Cl:42])[C:24]3[O:28][CH:27]([CH2:29][NH:30]C(=O)/C=C/C4C=NC=CC=4)[CH2:26][C:25]=3[CH:41]=2)=[CH:18][CH:17]=1)(=[O:15])[CH3:14].C(N(CC)CC)C.O. Product: [C:13]([C:16]1[S:20][C:19]([C:21]2[CH:22]=[C:23]([Cl:42])[C:24]3[O:28][CH:27]([CH2:29][NH:30][S:9](/[CH:8]=[CH:7]/[C:3]4[CH:2]=[N:1][CH:6]=[CH:5][CH:4]=4)(=[O:11])=[O:10])[CH2:26][C:25]=3[CH:41]=2)=[CH:18][CH:17]=1)(=[O:15])[CH3:14]. The catalyst class is: 4. (3) Reactant: [O:1]=[S:2]1(=[O:23])[CH2:6][CH2:5][CH2:4][N:3]1[C@@H:7]([CH2:19][CH:20]([CH3:22])[CH3:21])[C:8]([NH:10][C@H:11]1[C@H:18]2[C@H:14]([CH2:15][NH:16][CH2:17]2)[CH2:13][CH2:12]1)=[O:9].[F:24][C:25]([F:35])([F:34])[C:26]1[CH:27]=[C:28]([CH:31]=[CH:32][CH:33]=1)[CH:29]=O.C(O)(=O)C.C([BH3-])#N. The catalyst class is: 4. Product: [O:23]=[S:2]1(=[O:1])[CH2:6][CH2:5][CH2:4][N:3]1[C@@H:7]([CH2:19][CH:20]([CH3:21])[CH3:22])[C:8]([NH:10][C@H:11]1[C@H:18]2[C@H:14]([CH2:15][N:16]([CH2:29][C:28]3[CH:31]=[CH:32][CH:33]=[C:26]([C:25]([F:24])([F:34])[F:35])[CH:27]=3)[CH2:17]2)[CH2:13][CH2:12]1)=[O:9].